This data is from Catalyst prediction with 721,799 reactions and 888 catalyst types from USPTO. The task is: Predict which catalyst facilitates the given reaction. (1) Reactant: Cl[C:2]1[C:11]2=[N:12][N:13](CC3C=CC(OC)=CC=3)[CH:14]=[C:10]2[C:9]2[CH:8]=[C:7]([O:24][CH3:25])[CH:6]=[CH:5][C:4]=2[N:3]=1.[NH2:26][C:27]1[CH:32]=[CH:31][C:30]([CH2:33][C:34]([OH:36])=[O:35])=[CH:29][CH:28]=1.Cl. Product: [CH3:25][O:24][C:7]1[CH:6]=[CH:5][C:4]2[N:3]=[C:2]([NH:26][C:27]3[CH:28]=[CH:29][C:30]([CH2:33][C:34]([OH:36])=[O:35])=[CH:31][CH:32]=3)[C:11]3=[N:12][NH:13][CH:14]=[C:10]3[C:9]=2[CH:8]=1. The catalyst class is: 71. (2) Reactant: [Br:1][C:2]1[CH:3]=[CH:4][C:5]([F:25])=[C:6]([C:8]([NH:18]S(C(C)(C)C)=O)([CH3:17])[CH2:9][C:10]2([OH:16])[CH2:15][CH2:14][O:13][CH2:12][CH2:11]2)[CH:7]=1.Cl. Product: [NH2:18][C:8]([C:6]1[CH:7]=[C:2]([Br:1])[CH:3]=[CH:4][C:5]=1[F:25])([CH3:17])[CH2:9][C:10]1([OH:16])[CH2:11][CH2:12][O:13][CH2:14][CH2:15]1. The catalyst class is: 2. (3) Reactant: [CH2:1]([O:3][C:4]1[CH:9]=[CH:8][C:7]([C:10]2[CH:15]=[CH:14][C:13](C3C(C(O)=O)=CC=CC=3)=[CH:12][CH:11]=2)=[C:6]([F:25])[C:5]=1[F:26])[CH3:2].[F:27][C:28]1[C:33]([F:34])=[C:32]([CH:35]2[CH2:40][CH2:39][CH:38]([CH2:41][CH2:42][CH3:43])[CH2:37][CH2:36]2)[CH:31]=[CH:30][C:29]=1[OH:44].C1(N=C=N[CH:54]2[CH2:59]CCCC2)CCCCC1.[C:60]1([CH3:66])[CH:65]=[CH:64][CH:63]=[CH:62][CH:61]=1.[OH2:67]. Product: [CH2:41]([C@H:38]1[CH2:37][CH2:36][C@H:35]([C:32]2[CH:31]=[CH:30][C:29]([O:44][C:66](=[O:67])[C:60]3[C:65]([C:6]4([F:25])[CH:5]([F:26])[C:4]([O:3][CH2:1][CH3:2])=[CH:9][CH:8]=[C:7]4[C:10]4[CH:11]=[CH:12][CH:13]=[CH:14][CH:15]=4)=[CH:64][CH:63]=[CH:62][CH:61]=3)=[C:28]([F:27])[C:33]=2[F:34])[CH2:40][CH2:39]1)[CH2:42][CH2:43][CH2:59][CH3:54]. The catalyst class is: 277. (4) Reactant: B(Br)(Br)Br.CC1(C)[O:10][C@H:9]2[CH2:11][S:12][C@@H:13]([CH2:14][CH2:15][CH2:16][CH2:17][C:18]([O:20]CC3C=CC=CC=3)=[O:19])[C@H:8]2[O:7]1. Product: [OH:7][C@H:8]1[C@@H:9]([OH:10])[CH2:11][S:12][C@H:13]1[CH2:14][CH2:15][CH2:16][CH2:17][C:18]([OH:20])=[O:19]. The catalyst class is: 2. (5) Reactant: [SH:1][C:2]1[CH:10]=[C:9]([C:11]([OH:13])=[O:12])[CH:8]=[CH:7][C:3]=1[C:4]([OH:6])=O.[C:14]([C:16]1[CH:21]=[CH:20][CH:19]=[CH:18][N:17]=1)#[N:15]. Product: [O:6]=[C:4]1[C:3]2[CH:7]=[CH:8][C:9]([C:11]([OH:13])=[O:12])=[CH:10][C:2]=2[S:1][C:14]([C:16]2[CH:21]=[CH:20][CH:19]=[CH:18][N:17]=2)=[N:15]1. The catalyst class is: 17. (6) Reactant: Cl[C:2]1[N:7]=[C:6]([Cl:8])[N:5]=[CH:4][N:3]=1.C(N(CC)CC)C.[N:16]1([CH:23]2[CH2:28][CH2:27][NH:26][CH2:25][CH2:24]2)[CH2:21][CH2:20][CH2:19][CH:18]([OH:22])[CH2:17]1.[Na+].[Cl-]. Product: [Cl:8][C:6]1[N:5]=[CH:4][N:3]=[C:2]([N:26]2[CH2:25][CH2:24][CH:23]([N:16]3[CH2:21][CH2:20][CH2:19][CH:18]([OH:22])[CH2:17]3)[CH2:28][CH2:27]2)[N:7]=1. The catalyst class is: 10. (7) Reactant: Cl.[CH:2]1[C:11]2[C:6](=[CH:7][CH:8]=[CH:9][CH:10]=2)[CH:5]=[CH:4][C:3]=1[S:12]([N:15]1[CH2:20][CH2:19][NH:18][CH2:17][CH2:16]1)(=[O:14])=[O:13].[O:21]([CH2:28][C:29](Cl)=[O:30])[C:22]1[CH:27]=[CH:26][CH:25]=[CH:24][CH:23]=1.O. Product: [CH:2]1[C:11]2[C:6](=[CH:7][CH:8]=[CH:9][CH:10]=2)[CH:5]=[CH:4][C:3]=1[S:12]([N:15]1[CH2:20][CH2:19][N:18]([C:29](=[O:30])[CH2:28][O:21][C:22]2[CH:27]=[CH:26][CH:25]=[CH:24][CH:23]=2)[CH2:17][CH2:16]1)(=[O:14])=[O:13]. The catalyst class is: 2. (8) Reactant: [Cl:1][C:2]1[CH:41]=[CH:40][CH:39]=[C:38]([Cl:42])[C:3]=1[CH2:4][C:5]1[N:6]=[C:7]([NH:16][C:17]2[CH:22]=[CH:21][C:20]([N:23]3[CH2:28][CH2:27][N:26](C(OC(C)(C)C)=O)[CH2:25][CH2:24]3)=[CH:19][C:18]=2[O:36][CH3:37])[C:8]2[C:13](=[O:14])[NH:12][CH:11]=[N:10][C:9]=2[N:15]=1.FC(F)(F)C(O)=O. Product: [Cl:42][C:38]1[CH:39]=[CH:40][CH:41]=[C:2]([Cl:1])[C:3]=1[CH2:4][C:5]1[N:15]=[C:9]2[N:10]=[CH:11][NH:12][C:13](=[O:14])[C:8]2=[C:7]([NH:16][C:17]2[CH:22]=[CH:21][C:20]([N:23]3[CH2:24][CH2:25][NH:26][CH2:27][CH2:28]3)=[CH:19][C:18]=2[O:36][CH3:37])[N:6]=1. The catalyst class is: 4. (9) The catalyst class is: 645. Product: [Cl:21][C:16]1[CH:17]=[CH:18][CH:19]=[CH:20][C:15]=1[C:11]1[C:9]2[O:10][CH:5]([CH2:4][NH2:1])[CH2:6][O:7][C:8]=2[CH:14]=[CH:13][CH:12]=1. Reactant: [N:1]([CH2:4][CH:5]1[O:10][C:9]2[C:11]([C:15]3[CH:20]=[CH:19][CH:18]=[CH:17][C:16]=3[Cl:21])=[CH:12][CH:13]=[CH:14][C:8]=2[O:7][CH2:6]1)=[N+]=[N-].OCC1(OC[C@@H](O)[C@@H](O)[C@H]1O)O.